This data is from Full USPTO retrosynthesis dataset with 1.9M reactions from patents (1976-2016). The task is: Predict the reactants needed to synthesize the given product. (1) Given the product [OH:49][C@H:46]1[CH2:47][CH2:48][N:44]([CH2:43][C@@H:42]([N:41]([CH3:40])[C:12](=[O:14])[CH2:11][C:6]2[CH:5]=[C:4]3[C:9]([CH2:10][C:2](=[O:1])[NH:3]3)=[CH:8][CH:7]=2)[C:50]2[CH:55]=[CH:54][CH:53]=[CH:52][CH:51]=2)[CH2:45]1, predict the reactants needed to synthesize it. The reactants are: [O:1]=[C:2]1[CH2:10][C:9]2[C:4](=[CH:5][C:6]([CH2:11][C:12]([OH:14])=O)=[CH:7][CH:8]=2)[NH:3]1.N=C=N.C1CCCCC1.C1CCCCC1.ON1C2C=CC=CC=2N=N1.[CH3:40][NH:41][C@@H:42]([C:50]1[CH:55]=[CH:54][CH:53]=[CH:52][CH:51]=1)[CH2:43][N:44]1[CH2:48][CH2:47][C@H:46]([OH:49])[CH2:45]1. (2) Given the product [NH2:28][C:27]1[CH:26]=[CH:25][C:24]([CH2:23][CH:21]2[CH2:20][CH2:19][C@H:18]([C@H:17]([O:16][Si:9]([C:12]([CH3:13])([CH3:15])[CH3:14])([CH3:10])[CH3:11])[C:31]3[CH:36]=[CH:35][CH:34]=[C:33]([Cl:37])[CH:32]=3)[N:22]2[C:1]([O:2][C:3]([CH3:6])([CH3:5])[CH3:4])=[O:8])=[CH:30][CH:29]=1, predict the reactants needed to synthesize it. The reactants are: [C:1](=[O:8])([O-])[O:2][C:3]([CH3:6])([CH3:5])[CH3:4].[Si:9]([O:16][C@H:17]([C:31]1[CH:36]=[CH:35][CH:34]=[C:33]([Cl:37])[CH:32]=1)[C@@H:18]1[NH:22][CH:21]([CH2:23][C:24]2[CH:30]=[CH:29][C:27]([NH2:28])=[CH:26][CH:25]=2)[CH2:20][CH2:19]1)([C:12]([CH3:15])([CH3:14])[CH3:13])([CH3:11])[CH3:10]. (3) Given the product [Cl:1][C:2]1[C:14]2[C:13]3[C:8](=[CH:9][CH:10]=[CH:11][CH:12]=3)[C@:7]([OH:15])([C:27]([F:30])([F:29])[F:28])[C:6]=2[CH:5]=[C:4]([O:16][CH2:17][CH2:18][CH2:19][C:20]([O:22][CH2:23][CH3:24])=[O:21])[CH:3]=1, predict the reactants needed to synthesize it. The reactants are: [Cl:1][C:2]1[C:14]2[C:13]3[C:8](=[CH:9][CH:10]=[CH:11][CH:12]=3)[C:7](=[O:15])[C:6]=2[CH:5]=[C:4]([O:16][CH2:17][CH2:18][CH2:19][C:20]([O:22][CH2:23][CH3:24])=[O:21])[CH:3]=1.C[Si](C)(C)[C:27]([F:30])([F:29])[F:28].C(O)(=O)C.[F-].C([N+](CCCC)(CCCC)CCCC)CCC.C1COCC1. (4) The reactants are: [NH2:1][C:2]1[O:6][N:5]=[C:4]([CH3:7])[C:3]=1[Br:8].[H-].[Na+].[O:11]1[CH:15]=[CH:14][C:13]([C:16]2[S:20][C:19]([S:21](Cl)(=[O:23])=[O:22])=[CH:18][CH:17]=2)=[N:12]1. Given the product [Br:8][C:3]1[C:4]([CH3:7])=[N:5][O:6][C:2]=1[NH:1][S:21]([C:19]1[S:20][C:16]([C:13]2[CH:14]=[CH:15][O:11][N:12]=2)=[CH:17][CH:18]=1)(=[O:22])=[O:23], predict the reactants needed to synthesize it.